From a dataset of NCI-60 drug combinations with 297,098 pairs across 59 cell lines. Regression. Given two drug SMILES strings and cell line genomic features, predict the synergy score measuring deviation from expected non-interaction effect. (1) Drug 1: C1CCC(C1)C(CC#N)N2C=C(C=N2)C3=C4C=CNC4=NC=N3. Drug 2: CC1=C(C(=CC=C1)Cl)NC(=O)C2=CN=C(S2)NC3=CC(=NC(=N3)C)N4CCN(CC4)CCO. Cell line: SN12C. Synergy scores: CSS=28.6, Synergy_ZIP=-5.21, Synergy_Bliss=2.97, Synergy_Loewe=3.54, Synergy_HSA=6.40. (2) Drug 1: CC1=C(C(=CC=C1)Cl)NC(=O)C2=CN=C(S2)NC3=CC(=NC(=N3)C)N4CCN(CC4)CCO. Drug 2: CC1CCCC2(C(O2)CC(NC(=O)CC(C(C(=O)C(C1O)C)(C)C)O)C(=CC3=CSC(=N3)C)C)C. Cell line: MALME-3M. Synergy scores: CSS=29.0, Synergy_ZIP=1.87, Synergy_Bliss=1.17, Synergy_Loewe=-11.3, Synergy_HSA=-1.35. (3) Drug 1: COC1=CC(=CC(=C1O)OC)C2C3C(COC3=O)C(C4=CC5=C(C=C24)OCO5)OC6C(C(C7C(O6)COC(O7)C8=CC=CS8)O)O. Drug 2: COC1=NC(=NC2=C1N=CN2C3C(C(C(O3)CO)O)O)N. Cell line: NCI-H226. Synergy scores: CSS=30.5, Synergy_ZIP=-0.522, Synergy_Bliss=5.63, Synergy_Loewe=-50.4, Synergy_HSA=5.28. (4) Drug 1: C1CC(C1)(C(=O)O)C(=O)O.[NH2-].[NH2-].[Pt+2]. Drug 2: C1=NC(=NC(=O)N1C2C(C(C(O2)CO)O)O)N. Cell line: 786-0. Synergy scores: CSS=9.17, Synergy_ZIP=-5.23, Synergy_Bliss=1.91, Synergy_Loewe=-20.2, Synergy_HSA=-0.988. (5) Drug 1: COC1=NC(=NC2=C1N=CN2C3C(C(C(O3)CO)O)O)N. Drug 2: CC1=C2C(C(=O)C3(C(CC4C(C3C(C(C2(C)C)(CC1OC(=O)C(C(C5=CC=CC=C5)NC(=O)OC(C)(C)C)O)O)OC(=O)C6=CC=CC=C6)(CO4)OC(=O)C)O)C)O. Cell line: 786-0. Synergy scores: CSS=2.53, Synergy_ZIP=-0.686, Synergy_Bliss=1.92, Synergy_Loewe=2.19, Synergy_HSA=2.03.